Dataset: Full USPTO retrosynthesis dataset with 1.9M reactions from patents (1976-2016). Task: Predict the reactants needed to synthesize the given product. (1) Given the product [C:1]1([C:7]2([CH3:17])[C:12](=[O:31])[N:11]([CH3:14])[C:10](=[O:15])[NH:9][C:8]2=[O:16])[CH2:6][CH2:5][CH2:4][CH2:3][CH:2]=1, predict the reactants needed to synthesize it. The reactants are: [C:1]1([C:7]2([CH3:17])[C:12](=N)[N:11]([CH3:14])[C:10](=[O:15])[NH:9][C:8]2=[O:16])[CH2:6][CH2:5][CH2:4][CH2:3][CH:2]=1.C1(C2(C)C(=N)NC(=[O:31])N(C)C2=O)CCCCC=1.Cl.O.CCO. (2) Given the product [F:13][C:14]1[N:19]=[C:18]([N:6]2[CH:5]([CH:3]([CH3:4])[C:2]([F:1])([F:11])[F:12])[CH2:9][O:8][C:7]2=[O:10])[CH:17]=[CH:16][N:15]=1, predict the reactants needed to synthesize it. The reactants are: [F:1][C:2]([F:12])([F:11])[CH:3]([CH:5]1[CH2:9][O:8][C:7](=[O:10])[NH:6]1)[CH3:4].[F:13][C:14]1[N:19]=[C:18](F)[CH:17]=[CH:16][N:15]=1.[H-].[Na+]. (3) Given the product [C:39]([C:36]1[CH:37]=[C:38]2[C:33](=[CH:34][CH:35]=1)[NH:32][CH:31]=[C:30]2[CH2:29][CH2:28][CH2:27][CH2:26][N:10]1[CH2:9][CH2:8][N:7]([C:13]2[CH:14]=[CH:15][C:16]3[O:20][C:19]([C:21]([NH2:23])=[O:22])=[CH:18][C:17]=3[CH:24]=2)[CH2:12][CH2:11]1)#[N:40], predict the reactants needed to synthesize it. The reactants are: C(=O)([O-])[O-].[K+].[K+].[N:7]1([C:13]2[CH:14]=[CH:15][C:16]3[O:20][C:19]([C:21]([NH2:23])=[O:22])=[CH:18][C:17]=3[CH:24]=2)[CH2:12][CH2:11][NH:10][CH2:9][CH2:8]1.Cl[CH2:26][CH2:27][CH2:28][CH2:29][C:30]1[C:38]2[C:33](=[CH:34][CH:35]=[C:36]([C:39]#[N:40])[CH:37]=2)[NH:32][CH:31]=1.Cl.